Dataset: Reaction yield outcomes from USPTO patents with 853,638 reactions. Task: Predict the reaction yield, written as a fraction of the theoretical maximum amount of product (1.0 means a 100% yield; for example, 0.34 means a 34% yield). (1) The reactants are [C:1]1([CH:7]2[CH2:12][CH2:11][CH2:10][CH2:9][C:8]2=[O:13])[CH:6]=[CH:5][CH:4]=[CH:3][CH:2]=1.[C:14](Cl)([N:16]=[C:17]=[O:18])=[O:15]. The catalyst is C(OCC)(=O)C. The product is [C:1]1([CH:7]2[C:8]3[O:13][C:17](=[O:18])[NH:16][C:14](=[O:15])[C:9]=3[CH2:10][CH2:11][CH2:12]2)[CH:6]=[CH:5][CH:4]=[CH:3][CH:2]=1.[C:1]1([C:7]23[CH2:12][CH2:11][CH2:10][CH:9]=[C:8]2[O:13][C:17](=[O:18])[NH:16][C:14]3=[O:15])[CH:6]=[CH:5][CH:4]=[CH:3][CH:2]=1. The yield is 0.196. (2) The reactants are [CH3:1][C:2]([C:4]1[CH:9]=[CH:8][C:7](F)=[C:6]([C:11]([F:14])([F:13])[F:12])[CH:5]=1)=[O:3].[CH3:15][O:16][CH2:17][CH2:18][NH:19][CH3:20].C(=O)([O-])[O-].[K+].[K+]. The catalyst is CS(C)=O.O. The product is [CH3:15][O:16][CH2:17][CH2:18][N:19]([CH3:20])[C:7]1[CH:8]=[CH:9][C:4]([C:2](=[O:3])[CH3:1])=[CH:5][C:6]=1[C:11]([F:14])([F:13])[F:12]. The yield is 0.820. (3) The reactants are [OH:1][C:2]([C:34]1[CH:39]=[CH:38][CH:37]=[CH:36][CH:35]=1)([C:28]1[CH:33]=[CH:32][CH:31]=[CH:30][CH:29]=1)[CH:3]1[CH2:8][CH2:7][N:6]([CH2:9][CH2:10][CH2:11][C:12]([C:14]2[CH:19]=[CH:18][C:17]([C:20]([CH3:27])([CH3:26])[C:21]([O:23]CC)=[O:22])=[CH:16][CH:15]=2)=[O:13])[CH2:5][CH2:4]1.[OH-].[Na+].[BH4-].[Na+].CC(C)=O.[ClH:48]. The catalyst is O.CO. The product is [OH2:1].[ClH:48].[OH:1][C:2]([C:34]1[CH:35]=[CH:36][CH:37]=[CH:38][CH:39]=1)([C:28]1[CH:29]=[CH:30][CH:31]=[CH:32][CH:33]=1)[CH:3]1[CH2:8][CH2:7][N:6]([CH2:9][CH2:10][CH2:11][CH:12]([C:14]2[CH:19]=[CH:18][C:17]([C:20]([CH3:27])([CH3:26])[C:21]([OH:23])=[O:22])=[CH:16][CH:15]=2)[OH:13])[CH2:5][CH2:4]1. The yield is 0.980. (4) The reactants are COC1C=C(C=CC=1)C(NCC1SC(S(N2CCC(NC3C=CC=C(S(C(F)(F)F)(=O)=O)C=3)CC2)(=O)=O)=C(C(O)=O)C=1)=O.[CH2:44]([N:47]([CH2:51][C:52]1[S:56][C:55]([S:57](Cl)(=[O:59])=[O:58])=[CH:54][CH:53]=1)[CH2:48][CH:49]=[CH2:50])[CH:45]=[CH2:46].[Li]C(C)(C)C.CCCCC.C1C(=O)N(Cl)C(=O)C1.[O:79]1[C:83]2([CH2:88][CH2:87][NH:86][CH2:85][CH2:84]2)[O:82][CH2:81][CH2:80]1.C(N(CC)CC)C. The catalyst is CCOCC.C(Cl)Cl. The product is [CH2:44]([N:47]([CH2:48][CH:49]=[CH2:50])[CH2:51][C:52]1[S:56][C:55]([S:57]([N:86]2[CH2:87][CH2:88][C:83]3([O:82][CH2:81][CH2:80][O:79]3)[CH2:84][CH2:85]2)(=[O:59])=[O:58])=[CH:54][CH:53]=1)[CH:45]=[CH2:46]. The yield is 0.830.